This data is from Full USPTO retrosynthesis dataset with 1.9M reactions from patents (1976-2016). The task is: Predict the reactants needed to synthesize the given product. Given the product [CH3:19][N:18]([CH3:22])[C:14](=[O:15])[CH:13]([C:10]1[CH:11]=[CH:12][C:7]([C:5](=[O:6])[CH2:4][CH2:3][CH2:2][Cl:1])=[CH:8][CH:9]=1)[CH3:17], predict the reactants needed to synthesize it. The reactants are: [Cl:1][CH2:2][CH2:3][CH2:4][C:5]([C:7]1[CH:12]=[CH:11][C:10]([CH:13]([CH3:17])[C:14](O)=[O:15])=[CH:9][CH:8]=1)=[O:6].[N:18]1(C(N)=O)[CH2:22]CC[CH2:19]1.